This data is from Forward reaction prediction with 1.9M reactions from USPTO patents (1976-2016). The task is: Predict the product of the given reaction. (1) Given the reactants [CH:1]1([CH2:6][C@H:7]([CH2:27][N:28]([CH:37]=[O:38])[O:29]CC2C=CC=CC=2)[C:8]([N:10]2[C@H:14]([C:15]([NH:17][C:18]3[C:23]([O:24][CH3:25])=[N:22][CH:21]=[CH:20][N:19]=3)=[O:16])[CH2:13][CH2:12][N:11]2[CH3:26])=[O:9])[CH2:5][CH2:4][CH2:3][CH2:2]1, predict the reaction product. The product is: [CH:1]1([CH2:6][C@H:7]([CH2:27][N:28]([CH:37]=[O:38])[OH:29])[C:8]([N:10]2[C@H:14]([C:15]([NH:17][C:18]3[C:23]([O:24][CH3:25])=[N:22][CH:21]=[CH:20][N:19]=3)=[O:16])[CH2:13][CH2:12][N:11]2[CH3:26])=[O:9])[CH2:2][CH2:3][CH2:4][CH2:5]1. (2) The product is: [CH3:1][O:2][C:3]1[CH:4]=[C:5]2[C:10](=[CH:11][C:12]=1[O:13][CH3:14])[N:9]=[CH:8][CH:7]=[C:6]2[O:15][C:16]1[C:22]([CH3:23])=[CH:21][C:19]([NH:20][C:29](=[O:35])[O:28][C:26]2[CH:45]=[CH:44][C:43]([C:37]3[CH:42]=[CH:41][CH:40]=[CH:39][CH:38]=3)=[CH:48][CH:47]=2)=[C:18]([CH3:24])[CH:17]=1. Given the reactants [CH3:1][O:2][C:3]1[CH:4]=[C:5]2[C:10](=[CH:11][C:12]=1[O:13][CH3:14])[N:9]=[CH:8][CH:7]=[C:6]2[O:15][C:16]1[C:22]([CH3:23])=[CH:21][C:19]([NH2:20])=[C:18]([CH3:24])[CH:17]=1.Cl[C:26](Cl)([O:28][C:29](=[O:35])OC(Cl)(Cl)Cl)Cl.[C:37]1([C:43]2[CH:48]=[CH:47]C(O)=[CH:45][CH:44]=2)[CH:42]=[CH:41][CH:40]=[CH:39][CH:38]=1.C(=O)(O)[O-].[Na+], predict the reaction product. (3) Given the reactants [CH:1]([C:3]1[N:7]2[CH:8]=[C:9]([N:22]3[CH:27]=[CH:26][CH:25]=[CH:24][C:23]3=[O:28])[CH:10]=[C:11]([O:12]CC3C=CC(OC)=CC=3)[C:6]2=[N:5][C:4]=1[CH3:29])=[CH2:2].[F:30][C:31]([F:36])([F:35])[C:32]([OH:34])=[O:33], predict the reaction product. The product is: [F:30][C:31]([F:36])([F:35])[C:32]([OH:34])=[O:33].[CH:1]([C:3]1[N:7]2[CH:8]=[C:9]([N:22]3[CH:27]=[CH:26][CH:25]=[CH:24][C:23]3=[O:28])[CH:10]=[C:11]([OH:12])[C:6]2=[N:5][C:4]=1[CH3:29])=[CH2:2].